From a dataset of Catalyst prediction with 721,799 reactions and 888 catalyst types from USPTO. Predict which catalyst facilitates the given reaction. Reactant: [C:1]([O:5][C:6]([N:8]1[CH2:13][CH2:12][CH:11]([N:14]([CH3:23])[C:15]2([CH:18]3[CH2:22][CH2:21][NH:20][CH2:19]3)[CH2:17][CH2:16]2)[CH2:10][CH2:9]1)=[O:7])([CH3:4])([CH3:3])[CH3:2].[CH:24]1([N:27]2[C:36]3[C:31](=[CH:32][C:33]([F:40])=[C:34](F)[C:35]=3[O:37][CH3:38])[C:30](=[O:41])[C:29]([C:42]([OH:44])=[O:43])=[CH:28]2)[CH2:26][CH2:25]1.C1CCN2C(=NCCC2)CC1. Product: [C:1]([O:5][C:6]([N:8]1[CH2:13][CH2:12][CH:11]([N:14]([CH3:23])[C:15]2([CH:18]3[CH2:22][CH2:21][N:20]([C:34]4[C:35]([O:37][CH3:38])=[C:36]5[C:31]([C:30](=[O:41])[C:29]([C:42]([OH:44])=[O:43])=[CH:28][N:27]5[CH:24]5[CH2:26][CH2:25]5)=[CH:32][C:33]=4[F:40])[CH2:19]3)[CH2:16][CH2:17]2)[CH2:10][CH2:9]1)=[O:7])([CH3:4])([CH3:3])[CH3:2]. The catalyst class is: 10.